From a dataset of Reaction yield outcomes from USPTO patents with 853,638 reactions. Predict the reaction yield, written as a fraction of the theoretical maximum amount of product (1.0 means a 100% yield; for example, 0.34 means a 34% yield). (1) The reactants are [CH:1]1([NH2:4])[CH2:3][CH2:2]1.[Cl:5][C:6]1[N:15]=[C:14](Cl)[C:13]2[C:8](=[CH:9][CH:10]=[C:11]([C:17]3[CH:22]=[CH:21][C:20]([F:23])=[CH:19][CH:18]=3)[CH:12]=2)[N:7]=1. The catalyst is O1CCOCC1.CCOC(C)=O. The product is [Cl:5][C:6]1[N:15]=[C:14]([NH:4][CH:1]2[CH2:3][CH2:2]2)[C:13]2[C:8](=[CH:9][CH:10]=[C:11]([C:17]3[CH:22]=[CH:21][C:20]([F:23])=[CH:19][CH:18]=3)[CH:12]=2)[N:7]=1. The yield is 0.907. (2) The reactants are [Cl:1][C:2]1[CH:7]=[CH:6][C:5]([S:8]([C:11]([C:13]2[CH:18]=[C:17]([F:19])[CH:16]=[CH:15][C:14]=2[F:20])=[CH2:12])(=[O:10])=[O:9])=[CH:4][CH:3]=1.C[Si](C)(C)[O:23][C:24]([CH:26]=[CH2:27])=[CH2:25].Cl. The catalyst is C1COCC1. The product is [Cl:1][C:2]1[CH:7]=[CH:6][C:5]([S:8]([C:11]2([C:13]3[CH:18]=[C:17]([F:19])[CH:16]=[CH:15][C:14]=3[F:20])[CH2:27][CH2:26][C:24](=[O:23])[CH2:25][CH2:12]2)(=[O:10])=[O:9])=[CH:4][CH:3]=1. The yield is 0.900. (3) The reactants are C[O:2][C:3](=[O:14])[C:4]1[CH:9]=[CH:8][CH:7]=[C:6]([C:10](=[NH:13])[NH:11][OH:12])[CH:5]=1.C(N(C(C)C)CC)(C)C.[F:24][C:25]1[CH:33]=[CH:32][CH:31]=[CH:30][C:26]=1[C:27](Cl)=O. The catalyst is C1COCC1. The product is [F:24][C:25]1[CH:33]=[CH:32][CH:31]=[CH:30][C:26]=1[C:27]1[O:12][N:11]=[C:10]([C:6]2[CH:5]=[C:4]([CH:9]=[CH:8][CH:7]=2)[C:3]([OH:2])=[O:14])[N:13]=1. The yield is 0.830. (4) The reactants are [OH:1][C@@H:2]1[C:10]2[C:5](=[CH:6][CH:7]=[CH:8][CH:9]=2)[CH2:4][C@@:3]1([CH2:20][C:21]1[CH:29]=[CH:28][C:24]([C:25](O)=[O:26])=[CH:23][CH:22]=1)[C:11]1[CH2:12][C:13]2[C:18]([CH:19]=1)=[CH:17][CH:16]=[CH:15][CH:14]=2.C[CH2:31][N:32](CC)[CH2:33]C.CNC.C(P1(=O)OP(CCC)(=O)OP(CCC)(=O)O1)CC. The product is [OH:1][C@@H:2]1[C:10]2[C:5](=[CH:6][CH:7]=[CH:8][CH:9]=2)[CH2:4][C@@:3]1([CH2:20][C:21]1[CH:29]=[CH:28][C:24]([C:25]([N:32]([CH3:33])[CH3:31])=[O:26])=[CH:23][CH:22]=1)[C:11]1[CH2:12][C:13]2[C:18]([CH:19]=1)=[CH:17][CH:16]=[CH:15][CH:14]=2. The catalyst is C(Cl)Cl. The yield is 0.750. (5) The reactants are CN(C)[CH:3]=[O:4].[Br:6][C:7]1[CH:8]=[C:9]([C:13]2[CH:22]=[C:16]3[CH:17]=[CH:18][CH:19]=[C:20]([Cl:21])[N:15]3[N:14]=2)[CH:10]=[CH:11][CH:12]=1.P(Cl)(Cl)(Cl)=O.O. The catalyst is ClCCl. The product is [Br:6][C:7]1[CH:8]=[C:9]([C:13]2[C:22]([CH:3]=[O:4])=[C:16]3[CH:17]=[CH:18][CH:19]=[C:20]([Cl:21])[N:15]3[N:14]=2)[CH:10]=[CH:11][CH:12]=1. The yield is 0.960. (6) The reactants are [CH2:1]([OH:5])[C:2]#[C:3][CH3:4].O[C:7]1[CH:8]=[CH:9][C:10]([C:13]([O:15][CH3:16])=[O:14])=[N:11][CH:12]=1.C1(P(C2C=CC=CC=2)C2C=CC=CC=2)C=CC=CC=1.N(C(OC(C)C)=O)=NC(OC(C)C)=O. The catalyst is C1COCC1. The product is [CH2:1]([O:5][C:7]1[CH:8]=[CH:9][C:10]([C:13]([O:15][CH3:16])=[O:14])=[N:11][CH:12]=1)[C:2]#[C:3][CH3:4]. The yield is 0.820. (7) The reactants are [NH:1]1[CH:5]=[CH:4][C:3]([C:6]2[CH:18]=[CH:17][CH:16]=[CH:15][C:7]=2[O:8][CH2:9][C:10]([O:12]CC)=O)=[N:2]1.[NH2:19][CH2:20][CH:21]([OH:33])[CH2:22][N:23]1[CH2:32][CH2:31][C:30]2[C:25](=[CH:26][CH:27]=[CH:28][CH:29]=2)[CH2:24]1. The catalyst is CCO.C(OCC)(=O)C. The product is [NH:1]1[CH:5]=[CH:4][C:3]([C:6]2[CH:18]=[CH:17][CH:16]=[CH:15][C:7]=2[O:8][CH2:9][C:10]([NH:19][CH2:20][CH:21]([OH:33])[CH2:22][N:23]2[CH2:32][CH2:31][C:30]3[C:25](=[CH:26][CH:27]=[CH:28][CH:29]=3)[CH2:24]2)=[O:12])=[N:2]1. The yield is 0.440. (8) The reactants are [CH3:1][C:2]1([CH3:20])[C:10]2[C:5](=[CH:6][CH:7]=[CH:8][CH:9]=2)[N:4]([C:11]2[CH:16]=[CH:15][CH:14]=[CH:13][C:12]=2[N+:17]([O-])=O)[CH2:3]1. The catalyst is CO.[Pd]. The product is [CH3:1][C:2]1([CH3:20])[C:10]2[C:5](=[CH:6][CH:7]=[CH:8][CH:9]=2)[N:4]([C:11]2[CH:16]=[CH:15][CH:14]=[CH:13][C:12]=2[NH2:17])[CH2:3]1. The yield is 0.750.